Dataset: Forward reaction prediction with 1.9M reactions from USPTO patents (1976-2016). Task: Predict the product of the given reaction. (1) The product is: [N:6]([C:7]1[CH:8]=[C:9]([CH:13]=[CH:14][CH:15]=1)[C:10]([NH2:12])=[O:11])=[C:16]=[S:17]. Given the reactants C(=O)(O)[O-].[Na+].[NH2:6][C:7]1[CH:8]=[C:9]([CH:13]=[CH:14][CH:15]=1)[C:10]([NH2:12])=[O:11].[C:16](Cl)(Cl)=[S:17], predict the reaction product. (2) Given the reactants Br[C:2]1[CH:3]=[C:4]2[C:8](=[CH:9][C:10]=1[Cl:11])[NH:7][CH:6]=[CH:5]2.C(=O)([O-])[O-].[Na+].[Na+].[CH2:18]([O:20][C:21]1[CH:26]=[CH:25][C:24](B(O)O)=[CH:23][CH:22]=1)[CH3:19].N#N, predict the reaction product. The product is: [Cl:11][C:10]1[CH:9]=[C:8]2[C:4]([CH:5]=[CH:6][NH:7]2)=[CH:3][C:2]=1[C:24]1[CH:25]=[CH:26][C:21]([O:20][CH2:18][CH3:19])=[CH:22][CH:23]=1. (3) Given the reactants Br[CH2:2][C:3]1[CH:4]=[C:5]([CH:8]=[CH:9][C:10]=1[S:11]([CH2:14][CH3:15])(=[O:13])=[O:12])[C:6]#[N:7].[F:16][C:17]([F:30])([F:29])[C:18]1[CH:27]=[C:26]2[C:21]([CH:22]=[CH:23][NH:24][C:25]2=[O:28])=[CH:20][CH:19]=1, predict the reaction product. The product is: [CH2:14]([S:11]([C:10]1[CH:9]=[CH:8][C:5]([C:6]#[N:7])=[CH:4][C:3]=1[CH2:2][N:24]1[CH:23]=[CH:22][C:21]2[C:26](=[CH:27][C:18]([C:17]([F:30])([F:29])[F:16])=[CH:19][CH:20]=2)[C:25]1=[O:28])(=[O:13])=[O:12])[CH3:15]. (4) Given the reactants [CH:1]1([NH:4][C:5]2[N:13]=[C:12]([NH:14]C(=O)C(C)C)[N:11]=[C:10]3[C:6]=2[N:7]=[CH:8][N:9]3[C@@H:20]2[CH2:24][C@H:23]([CH2:25][OH:26])[CH:22]=[CH:21]2)[CH2:3][CH2:2]1.[OH-].[Na+].C1(C)C=CC=CC=1.[OH:36][S:37]([OH:40])(=[O:39])=[O:38], predict the reaction product. The product is: [CH2:2]1[CH:1]([NH:4][C:5]2[C:6]3[N:7]=[CH:8][N:9]([C@H:20]4[CH:21]=[CH:22][C@@H:23]([CH2:25][OH:26])[CH2:24]4)[C:10]=3[N:11]=[C:12]([NH2:14])[N:13]=2)[CH2:3]1.[CH2:2]1[CH:1]([NH:4][C:5]2[C:6]3[N:7]=[CH:8][N:9]([C@H:20]4[CH:21]=[CH:22][C@@H:23]([CH2:25][OH:26])[CH2:24]4)[C:10]=3[N:11]=[C:12]([NH2:14])[N:13]=2)[CH2:3]1.[OH:39][S:37]([OH:40])(=[O:38])=[O:36]. (5) The product is: [N:34]([CH2:11][CH2:10][N:5]1[CH2:6][CH2:7][CH2:8][CH2:9][C:3]([CH2:1][CH3:2])([C:14]2[CH:19]=[CH:18][CH:17]=[C:16]([O:20][CH3:21])[CH:15]=2)[C:4]1=[O:13])=[N+:35]=[N-:36]. Given the reactants [CH2:1]([C:3]1([C:14]2[CH:19]=[CH:18][CH:17]=[C:16]([O:20][CH3:21])[CH:15]=2)[CH2:9][CH2:8][CH2:7][CH2:6][N:5]([CH2:10][CH2:11]O)[C:4]1=[O:13])[CH3:2].CCN(CC)CC.CS(Cl)(=O)=O.[N-:34]=[N+:35]=[N-:36].[Na+], predict the reaction product. (6) Given the reactants [NH:1]1[CH2:6][CH2:5][O:4][C@@H:3]([C:7]2[CH:12]=[CH:11][C:10]([NH2:13])=[CH:9][CH:8]=2)[CH2:2]1.Cl[C:15]1[N:20]([CH3:21])[C:19](=[O:22])[CH:18]=[C:17]([C:23]2[CH:28]=[CH:27][N:26]=[CH:25][CH:24]=2)[N:16]=1.C(N(CC)CC)C, predict the reaction product. The product is: [NH2:13][C:10]1[CH:11]=[CH:12][C:7]([C@@H:3]2[O:4][CH2:5][CH2:6][N:1]([C:15]3[N:20]([CH3:21])[C:19](=[O:22])[CH:18]=[C:17]([C:23]4[CH:24]=[CH:25][N:26]=[CH:27][CH:28]=4)[N:16]=3)[CH2:2]2)=[CH:8][CH:9]=1. (7) Given the reactants S(Cl)(Cl)=O.[Cl:5][C:6]1[CH:11]=[CH:10][C:9]([S:12]([CH:15]([C:25]2[CH:30]=[C:29]([F:31])[CH:28]=[CH:27][C:26]=2[F:32])[C:16]2[N:21]=[CH:20][C:19]([C:22]([OH:24])=O)=[CH:18][CH:17]=2)(=[O:14])=[O:13])=[CH:8][CH:7]=1.CN1CCOCC1.[CH3:40][CH:41]1[CH2:46][CH2:45][CH:44]([NH2:47])[CH2:43][CH2:42]1, predict the reaction product. The product is: [Cl:5][C:6]1[CH:11]=[CH:10][C:9]([S:12]([CH:15]([C:25]2[CH:30]=[C:29]([F:31])[CH:28]=[CH:27][C:26]=2[F:32])[C:16]2[CH:17]=[CH:18][C:19]([C:22]([NH:47][CH:44]3[CH2:45][CH2:46][CH:41]([CH3:40])[CH2:42][CH2:43]3)=[O:24])=[CH:20][N:21]=2)(=[O:14])=[O:13])=[CH:8][CH:7]=1. (8) Given the reactants [CH3:1][C@:2]12[C@@:19]3([CH3:20])[C@@H:10]([C@:11]4([CH3:24])[C@@H:16]([CH2:17][CH2:18]3)[C:15]([CH3:22])([CH3:21])[C@@H:14]([OH:23])[CH2:13][CH2:12]4)[CH2:9][CH2:8][C@@H:7]1[C@H:6]1[C@H:25]([C:28]([CH3:30])=[CH2:29])[CH2:26][CH2:27][C@:5]1([C:31]1[O:32][C:33]([C:36]3[CH:41]=[CH:40][CH:39]=[CH:38][CH:37]=3)=[N:34][N:35]=1)[CH2:4][CH2:3]2.[CH3:42][O:43][C:44](=[O:54])[CH2:45][C@@H:46]1[C@H:48]([C:49](O)=[O:50])[C:47]1([CH3:53])[CH3:52].CCN(C(C)C)C(C)C.C1COCC1, predict the reaction product. The product is: [CH3:1][C@:2]12[C@@:19]3([CH3:20])[C@@H:10]([C@:11]4([CH3:24])[C@@H:16]([CH2:17][CH2:18]3)[C:15]([CH3:21])([CH3:22])[C@@H:14]([O:23][C:49]([C@H:48]3[C@@H:46]([CH2:45][C:44]([O:43][CH3:42])=[O:54])[C:47]3([CH3:53])[CH3:52])=[O:50])[CH2:13][CH2:12]4)[CH2:9][CH2:8][C@@H:7]1[C@H:6]1[C@H:25]([C:28]([CH3:30])=[CH2:29])[CH2:26][CH2:27][C@:5]1([C:31]1[O:32][C:33]([C:36]3[CH:37]=[CH:38][CH:39]=[CH:40][CH:41]=3)=[N:34][N:35]=1)[CH2:4][CH2:3]2. (9) Given the reactants CC1(C)[O:6][CH:5]([CH2:7][N:8]2[C:16]3[CH:15]=[CH:14][N:13]=[C:12]([O:17]C)[C:11]=3[C:10]([C:19]3[CH:24]=[CH:23][C:22]([S:25]([NH2:28])(=[O:27])=[O:26])=[CH:21][CH:20]=3)=[CH:9]2)[CH2:4][O:3]1.[I-].[Na+].Cl[Si](C)(C)C.C(=O)([O-])O.[Na+], predict the reaction product. The product is: [OH:6][CH:5]([CH2:4][OH:3])[CH2:7][N:8]1[C:16]2[CH:15]=[CH:14][NH:13][C:12](=[O:17])[C:11]=2[C:10]([C:19]2[CH:20]=[CH:21][C:22]([S:25]([NH2:28])(=[O:27])=[O:26])=[CH:23][CH:24]=2)=[CH:9]1. (10) Given the reactants [N:1]1([S:11]([C:14]2[CH:15]=[C:16]([N:20]3[C:25](=[O:26])[C:24]4=[C:27]([C:30](O)=[O:31])[S:28][CH:29]=[C:23]4[NH:22][C:21]3=[O:33])[CH:17]=[CH:18][CH:19]=2)(=[O:13])=[O:12])[C:10]2[C:5](=[CH:6][CH:7]=[CH:8][CH:9]=2)[CH2:4][CH2:3][CH2:2]1.[C:34]([NH:37][NH2:38])(=O)[CH3:35].[OH-].[NH4+], predict the reaction product. The product is: [N:1]1([S:11]([C:14]2[CH:15]=[C:16]([N:20]3[C:25](=[O:26])[C:24]4=[C:27]([C:30]5[O:31][C:34]([CH3:35])=[N:37][N:38]=5)[S:28][CH:29]=[C:23]4[NH:22][C:21]3=[O:33])[CH:17]=[CH:18][CH:19]=2)(=[O:13])=[O:12])[C:10]2[C:5](=[CH:6][CH:7]=[CH:8][CH:9]=2)[CH2:4][CH2:3][CH2:2]1.